Dataset: Reaction yield outcomes from USPTO patents with 853,638 reactions. Task: Predict the reaction yield, written as a fraction of the theoretical maximum amount of product (1.0 means a 100% yield; for example, 0.34 means a 34% yield). (1) The product is [Cl:34][C:33]1[CH:32]=[CH:31][CH:30]=[C:29]([Cl:35])[C:28]=1[CH2:27][O:25][CH:20]([CH2:19][C:14]1[CH:15]=[C:16]2[C:11](=[CH:12][CH:13]=1)[N:10]=[C:9]([C:3]1[C:4]([Cl:8])=[CH:5][CH:6]=[CH:7][C:2]=1[Cl:1])[CH:18]=[CH:17]2)[C:21]([O:23][CH3:24])=[O:22]. The catalyst is CN(C=O)C. The reactants are [Cl:1][C:2]1[CH:7]=[CH:6][CH:5]=[C:4]([Cl:8])[C:3]=1[C:9]1[CH:18]=[CH:17][C:16]2[C:11](=[CH:12][CH:13]=[C:14]([CH2:19][CH:20]([OH:25])[C:21]([O:23][CH3:24])=[O:22])[CH:15]=2)[N:10]=1.Br[CH2:27][C:28]1[C:33]([Cl:34])=[CH:32][CH:31]=[CH:30][C:29]=1[Cl:35].[H-].[Na+].C([O-])(O)=O.[Na+]. The yield is 0.700. (2) The reactants are [Cl:1][C:2]1[CH:3]=[C:4]([O:8][P:9]([CH2:19][NH:20][S:21]([C:24]2[S:25][CH:26]=[CH:27][CH:28]=2)(=[O:23])=[O:22])(=[O:18])[O:10]C2C=CC=C(Cl)C=2)[CH:5]=[CH:6][CH:7]=1.[OH-].[Na+].O. The catalyst is O1CCOCC1. The product is [NH4+:20].[Cl:1][C:2]1[CH:3]=[C:4]([O:8][P:9]([CH2:19][NH:20][S:21]([C:24]2[S:25][CH:26]=[CH:27][CH:28]=2)(=[O:23])=[O:22])(=[O:10])[O-:18])[CH:5]=[CH:6][CH:7]=1. The yield is 0.400.